From a dataset of Peptide-MHC class II binding affinity with 134,281 pairs from IEDB. Regression. Given a peptide amino acid sequence and an MHC pseudo amino acid sequence, predict their binding affinity value. This is MHC class II binding data. The peptide sequence is FKVAATAAATAPADDKFTVF. The MHC is DRB1_0405 with pseudo-sequence DRB1_0405. The binding affinity (normalized) is 0.438.